From a dataset of Reaction yield outcomes from USPTO patents with 853,638 reactions. Predict the reaction yield, written as a fraction of the theoretical maximum amount of product (1.0 means a 100% yield; for example, 0.34 means a 34% yield). The product is [OH:18][CH2:17][C@@H:6]([NH:7][C:10](=[O:11])[O:12][C:13]([CH3:16])([CH3:15])[CH3:14])[CH2:5][C@H:4]([CH2:8][OH:9])[CH2:1][CH:2]=[CH2:3]. The reactants are [CH2:1]([C@H:4]1[C:8](=[O:9])[N:7]([C:10]([O:12][C:13]([CH3:16])([CH3:15])[CH3:14])=[O:11])[C@H:6]([C:17](OCC)=[O:18])[CH2:5]1)[CH:2]=[CH2:3].[BH4-].[Na+]. The yield is 0.850. The catalyst is CO.O.